Dataset: Full USPTO retrosynthesis dataset with 1.9M reactions from patents (1976-2016). Task: Predict the reactants needed to synthesize the given product. (1) Given the product [Cl:20][C:21]1[N:22]=[CH:23][CH:24]=[CH:25][C:26]=1[C:27]([NH:19][C:11]1[CH:12]=[CH:13][C:14]([C:15]([F:17])([F:18])[F:16])=[C:9]([O:8][CH2:7][CH2:6][N:1]2[CH2:5][CH2:4][CH2:3][CH2:2]2)[CH:10]=1)=[O:28], predict the reactants needed to synthesize it. The reactants are: [N:1]1([CH2:6][CH2:7][O:8][C:9]2[CH:10]=[C:11]([NH2:19])[CH:12]=[CH:13][C:14]=2[C:15]([F:18])([F:17])[F:16])[CH2:5][CH2:4][CH2:3][CH2:2]1.[Cl:20][C:21]1[C:26]([C:27](Cl)=[O:28])=[CH:25][CH:24]=[CH:23][N:22]=1.C(N1CCC(OC2C=C(C(F)(F)F)C=C(NC(C3C(Cl)=NC=CC=3)=O)C=2)CC1)(OC(C)(C)C)=O. (2) Given the product [N:1]1([C:5]([C:7]2[CH:12]=[CH:11][C:10]([O:13][C:14]3[CH:15]=[C:16]([CH:26]=[C:27]([OH:29])[CH:28]=3)[C:17]([NH:19][C:20]3[CH:24]=[CH:23][N:22]([CH3:25])[N:21]=3)=[O:18])=[CH:9][CH:8]=2)=[O:6])[CH2:4][CH2:3][CH2:2]1, predict the reactants needed to synthesize it. The reactants are: [N:1]1([C:5]([C:7]2[CH:12]=[CH:11][C:10]([O:13][C:14]3[CH:15]=[C:16]([CH:26]=[C:27]([O:29]CC4C=CC=CC=4)[CH:28]=3)[C:17]([NH:19][C:20]3[CH:24]=[CH:23][N:22]([CH3:25])[N:21]=3)=[O:18])=[C:9](Cl)[CH:8]=2)=[O:6])[CH2:4][CH2:3][CH2:2]1.C(N(CC)CC)C. (3) Given the product [CH3:1][C:2]1[CH:3]=[C:4]([C:13]2[N:14]=[C:15]([NH:18][C:36]([C:33]3[N:34]=[CH:35][C:30]([N:27]4[CH2:28][CH2:29][CH:24]([C:22]([O:21][CH2:19][CH3:20])=[O:23])[CH2:25][CH2:26]4)=[N:31][CH:32]=3)=[O:37])[S:16][CH:17]=2)[CH:5]=[C:6]([O:8][C:9]([F:10])([F:11])[F:12])[CH:7]=1, predict the reactants needed to synthesize it. The reactants are: [CH3:1][C:2]1[CH:3]=[C:4]([C:13]2[N:14]=[C:15]([NH2:18])[S:16][CH:17]=2)[CH:5]=[C:6]([O:8][C:9]([F:12])([F:11])[F:10])[CH:7]=1.[CH2:19]([O:21][C:22]([CH:24]1[CH2:29][CH2:28][N:27]([C:30]2[N:31]=[CH:32][C:33]([C:36](O)=[O:37])=[N:34][CH:35]=2)[CH2:26][CH2:25]1)=[O:23])[CH3:20].F[P-](F)(F)(F)(F)F.C(/C(=N/OC(N1CCOCC1)=[N+](C)C)/C(OCC)=O)#N.C(N(C(C)C)CC)(C)C. (4) Given the product [Cl:1][C:2]1[C:7]2[C:8]([Br:11])=[CH:9][O:10][C:6]=2[CH:5]=[CH:4][N:3]=1, predict the reactants needed to synthesize it. The reactants are: [Cl:1][C:2]1[C:7]2[CH:8]=[CH:9][O:10][C:6]=2[CH:5]=[CH:4][N:3]=1.[Br:11]Br.[O-]S([O-])=O.[Na+].[Na+].C([O-])(O)=O.[Na+].